This data is from Forward reaction prediction with 1.9M reactions from USPTO patents (1976-2016). The task is: Predict the product of the given reaction. (1) Given the reactants [F:1][C:2]([F:17])([F:16])[C:3]1[C:4]2[CH:15]=[CH:14][CH:13]=[CH:12][C:5]=2[S:6][C:7]=1[C:8]([O:10]C)=[O:9].O.[OH-].[Li+].O, predict the reaction product. The product is: [F:16][C:2]([F:1])([F:17])[C:3]1[C:4]2[CH:15]=[CH:14][CH:13]=[CH:12][C:5]=2[S:6][C:7]=1[C:8]([OH:10])=[O:9]. (2) Given the reactants [CH3:1][S:2]([NH2:5])(=[O:4])=[O:3].CO[C:8](=[O:16])[C:9]1[CH:14]=[CH:13][CH:12]=[C:11](I)[CH:10]=1.[Cl:17][C:18]1[CH:23]=[CH:22][C:21]([C@@H:24]2[C@:26]3([C:34]4[C:29](=[CH:30][CH:31]=[CH:32][CH:33]=4)[NH:28][C:27]3=[O:35])[CH2:25]2)=[CH:20][CH:19]=1, predict the reaction product. The product is: [Cl:17][C:18]1[CH:19]=[CH:20][C:21]([C@H:24]2[C@@:26]3([C:34]4[C:29](=[CH:30][CH:31]=[CH:32][CH:33]=4)[N:28]([C:11]4[CH:10]=[C:9]([CH:14]=[CH:13][CH:12]=4)[C:8]([NH:5][S:2]([CH3:1])(=[O:4])=[O:3])=[O:16])[C:27]3=[O:35])[CH2:25]2)=[CH:22][CH:23]=1. (3) Given the reactants [NH2:1][C:2]1[CH:3]=[CH:4][C:5]2[O:10][CH2:9][C:8](=[O:11])[NH:7][C:6]=2[CH:12]=1.[C:13]([Si:17]([CH3:24])([CH3:23])[O:18][CH2:19][C@@H:20]1[CH2:22][O:21]1)([CH3:16])([CH3:15])[CH3:14], predict the reaction product. The product is: [C:13]([Si:17]([CH3:24])([CH3:23])[O:18][CH2:19][C@@H:20]([OH:21])[CH2:22][NH:1][C:2]1[CH:3]=[CH:4][C:5]2[O:10][CH2:9][C:8](=[O:11])[NH:7][C:6]=2[CH:12]=1)([CH3:14])([CH3:16])[CH3:15]. (4) Given the reactants Cl.Cl[C:3]1[N:8]2[N:9]=[C:10]([CH:12]3[CH2:17][CH2:16][N:15]([CH:18]4[CH2:20][CH2:19]4)[CH2:14][CH2:13]3)[N:11]=[C:7]2[CH:6]=[C:5]([C:21]2[CH:26]=[CH:25][C:24]([Cl:27])=[CH:23][C:22]=2[Cl:28])[N:4]=1.Cl.Cl.[NH2:31][C:32]1[C:37]([C:38]#[N:39])=[CH:36][CH:35]=[C:34]([NH:40][CH2:41][CH2:42][NH2:43])[N:33]=1.C(N(CC)C(C)C)(C)C, predict the reaction product. The product is: [NH2:31][C:32]1[C:37]([C:38]#[N:39])=[CH:36][CH:35]=[C:34]([NH:40][CH2:41][CH2:42][NH:43][C:3]2[N:8]3[N:9]=[C:10]([CH:12]4[CH2:13][CH2:14][N:15]([CH:18]5[CH2:20][CH2:19]5)[CH2:16][CH2:17]4)[N:11]=[C:7]3[CH:6]=[C:5]([C:21]3[CH:26]=[CH:25][C:24]([Cl:27])=[CH:23][C:22]=3[Cl:28])[N:4]=2)[N:33]=1. (5) Given the reactants [CH2:1]([O:3][C:4]([N:6]1[C:15]2[C:10](=[N:11][C:12](OS(C(F)(F)F)(=O)=O)=[CH:13][CH:14]=2)[C@@H:9]([NH:24][CH:25]([C:40]2[N:45]=[CH:44][C:43]([N:46]3[CH2:51][CH2:50][N:49]([C:52](=[O:54])[CH3:53])[CH2:48][CH2:47]3)=[CH:42][N:41]=2)[C:26]2[CH:31]=[C:30]([C:32]([F:35])([F:34])[F:33])[CH:29]=[C:28]([C:36]([F:39])([F:38])[F:37])[CH:27]=2)[CH2:8][C@H:7]1[CH2:55][CH3:56])=[O:5])[CH3:2].[CH3:57][NH:58][CH3:59].O.C(OCC)(=O)C, predict the reaction product. The product is: [CH2:1]([O:3][C:4]([N:6]1[C:15]2[C:10](=[N:11][C:12]([N:58]([CH3:59])[CH3:57])=[CH:13][CH:14]=2)[C@@H:9]([NH:24][CH:25]([C:40]2[N:41]=[CH:42][C:43]([N:46]3[CH2:51][CH2:50][N:49]([C:52](=[O:54])[CH3:53])[CH2:48][CH2:47]3)=[CH:44][N:45]=2)[C:26]2[CH:27]=[C:28]([C:36]([F:37])([F:39])[F:38])[CH:29]=[C:30]([C:32]([F:34])([F:35])[F:33])[CH:31]=2)[CH2:8][C@H:7]1[CH2:55][CH3:56])=[O:5])[CH3:2]. (6) Given the reactants [CH2:1]([O:8][CH2:9][CH:10]=O)[C:2]1[CH:7]=[CH:6][CH:5]=[CH:4][CH:3]=1.[C-:12]#[N:13].[Na+].[Cl-].[NH4+:16].[CH3:17][CH:18]([CH3:22])[C:19](O)=[O:20].C(Cl)CCl, predict the reaction product. The product is: [C:12]([CH:10]([NH:16][C:19](=[O:20])[CH:18]([CH3:22])[CH3:17])[CH2:9][O:8][CH2:1][C:2]1[CH:3]=[CH:4][CH:5]=[CH:6][CH:7]=1)#[N:13]. (7) The product is: [CH3:20][C:11]1[CH:16]=[CH:15][C:14]([C:2]2[C:3]([C:4]([NH2:6])=[O:5])=[CH:7][CH:8]=[CH:9][CH:10]=2)=[CH:13][CH:12]=1. Given the reactants Br[C:2]1[CH:10]=[CH:9][CH:8]=[CH:7][C:3]=1[C:4]([NH2:6])=[O:5].[C:11]1([CH3:20])[CH:16]=[CH:15][C:14](B(O)O)=[CH:13][CH:12]=1.C([O-])([O-])=O.[Na+].[Na+], predict the reaction product. (8) Given the reactants BrC1C=CC(OC)=NC=1.[N:10]1([C:15]2[CH:16]=[C:17](Br)[CH:18]=[CH:19][CH:20]=2)[CH:14]=[CH:13][CH:12]=[CH:11]1.ClC1C=CC(CN2C3C(=CC=CC=3)C(=O)C2=O)=CC=1.[CH3:41][O:42][C:43]1[CH:60]=[CH:59][C:46]([CH2:47][N:48]2[C:56]3[C:51](=[CH:52][CH:53]=[CH:54][CH:55]=3)[C:50](=[O:57])[C:49]2=[O:58])=[CH:45][CH:44]=1, predict the reaction product. The product is: [OH:57][C:50]1([C:17]2[CH:18]=[CH:19][CH:20]=[C:15]([N:10]3[CH:14]=[CH:13][CH:12]=[CH:11]3)[CH:16]=2)[C:51]2[C:56](=[CH:55][CH:54]=[CH:53][CH:52]=2)[N:48]([CH2:47][C:46]2[CH:45]=[CH:44][C:43]([O:42][CH3:41])=[CH:60][CH:59]=2)[C:49]1=[O:58]. (9) Given the reactants [CH3:1][N:2]([CH3:27])[CH2:3][CH2:4][NH:5][C:6]([C:8]1[C:21]2[C:12](=[N:13][C:14]3[C:19]([N:20]=2)=[C:18]2[CH:22]=[CH:23][C:24]([OH:26])=[CH:25][C:17]2=[CH:16][CH:15]=3)[CH:11]=[CH:10][CH:9]=1)=[O:7].[CH3:28][NH:29][CH3:30].[CH2:31]=O, predict the reaction product. The product is: [CH3:1][N:2]([CH3:27])[CH2:3][CH2:4][NH:5][C:6]([C:8]1[C:21]2[C:12](=[N:13][C:14]3[C:19]([N:20]=2)=[C:18]2[CH:22]=[CH:23][C:24]([OH:26])=[C:25]([CH2:28][N:29]([CH3:31])[CH3:30])[C:17]2=[CH:16][CH:15]=3)[CH:11]=[CH:10][CH:9]=1)=[O:7].